Dataset: TCR-epitope binding with 47,182 pairs between 192 epitopes and 23,139 TCRs. Task: Binary Classification. Given a T-cell receptor sequence (or CDR3 region) and an epitope sequence, predict whether binding occurs between them. The epitope is LPRRSGAAGA. The TCR CDR3 sequence is CASSLGQNRPQHF. Result: 1 (the TCR binds to the epitope).